The task is: Predict the product of the given reaction.. This data is from Forward reaction prediction with 1.9M reactions from USPTO patents (1976-2016). (1) Given the reactants C[O:2][C:3]1[CH:12]=[C:11]2[C:6]([CH:7]=[C:8]([C:13]3[O:14][CH2:15][C:16]([CH3:19])([CH3:18])[N:17]=3)[CH:9]=[N:10]2)=[CH:5][CH:4]=1.B(Br)(Br)Br, predict the reaction product. The product is: [OH:2][C:3]1[CH:12]=[C:11]2[C:6]([CH:7]=[C:8]([C:13]3[O:14][CH2:15][C:16]([CH3:19])([CH3:18])[N:17]=3)[CH:9]=[N:10]2)=[CH:5][CH:4]=1. (2) Given the reactants [CH3:1][O:2][C:3]([C:5]1[CH:10]=[CH:9][C:8]([C:11]2[C:12]([CH3:49])([CH3:48])[C@H:13]3[C@:26]([CH3:29])([CH2:27][CH:28]=2)[C@@H:25]2[C@:16]([CH3:47])([C@@:17]4([CH3:46])[C@H:22]([CH2:23][CH2:24]2)[C@H:21]2[C@H:30]([C:33]([CH3:35])=[CH2:34])[CH2:31][CH2:32][C@:20]2([C:36]([O:38][CH2:39][C:40]2[CH:45]=[CH:44][CH:43]=[CH:42][CH:41]=2)=[O:37])[CH2:19][CH2:18]4)[CH2:15][CH2:14]3)=[CH:7][CH:6]=1)=[O:4].[Br:50]N1C(=O)CCC1=O, predict the reaction product. The product is: [Br:50][CH2:34][C:33]([C@H:30]1[C@@H:21]2[C@@H:22]3[C@@:17]([CH3:46])([CH2:18][CH2:19][C@@:20]2([C:36]([O:38][CH2:39][C:40]2[CH:41]=[CH:42][CH:43]=[CH:44][CH:45]=2)=[O:37])[CH2:32][CH2:31]1)[C@@:16]1([CH3:47])[C@@H:25]([C@:26]2([CH3:29])[C@@H:13]([CH2:14][CH2:15]1)[C:12]([CH3:49])([CH3:48])[C:11]([C:8]1[CH:9]=[CH:10][C:5]([C:3]([O:2][CH3:1])=[O:4])=[CH:6][CH:7]=1)=[CH:28][CH2:27]2)[CH2:24][CH2:23]3)=[CH2:35]. (3) Given the reactants [Cl:1][C:2]1[N:7]=[CH:6][C:5]([CH2:8][CH:9]([NH:12][CH2:13][CH2:14]O)[C:10]#[N:11])=[CH:4][CH:3]=1.S(Cl)([Cl:18])=O, predict the reaction product. The product is: [Cl:1][C:2]1[N:7]=[CH:6][C:5]([CH2:8][CH:9]([NH:12][CH2:13][CH2:14][Cl:18])[C:10]#[N:11])=[CH:4][CH:3]=1.